From a dataset of Full USPTO retrosynthesis dataset with 1.9M reactions from patents (1976-2016). Predict the reactants needed to synthesize the given product. (1) Given the product [CH3:1][N:2]1[C:3]2[CH:8]=[CH:7][CH:6]=[CH:5][C:4]=2[NH:9][C:17]1=[O:16], predict the reactants needed to synthesize it. The reactants are: [CH3:1][NH:2][C:3]1[C:4]([NH2:9])=[CH:5][CH:6]=[CH:7][CH:8]=1.N1C=CC=CC=1.[O:16]1CCC[CH2:17]1. (2) Given the product [CH2:9]([O:8][CH:1]([O:5][CH2:6][CH3:7])[CH:13]1[C:14]2([CH2:15][CH2:16][N:17]([C:20]([O:22][C:23]([CH3:25])([CH3:24])[CH3:26])=[O:21])[CH2:18][CH2:19]2)[O:27][C:28]2[C:33](=[CH:32][CH:31]=[CH:30][CH:29]=2)[C:12]1=[O:11])[CH3:10], predict the reactants needed to synthesize it. The reactants are: [CH:1]([O:8][CH2:9][CH3:10])([O:5][CH2:6][CH3:7])OCC.[O:11]=[C:12]1[C:33]2[C:28](=[CH:29][CH:30]=[CH:31][CH:32]=2)[O:27][C:14]2([CH2:19][CH2:18][N:17]([C:20]([O:22][C:23]([CH3:26])([CH3:25])[CH3:24])=[O:21])[CH2:16][CH2:15]2)[CH2:13]1.C(N(C(C)C)C(C)C)C.C(=O)(O)[O-].[Na+].